This data is from Reaction yield outcomes from USPTO patents with 853,638 reactions. The task is: Predict the reaction yield, written as a fraction of the theoretical maximum amount of product (1.0 means a 100% yield; for example, 0.34 means a 34% yield). The reactants are [Si:1]([O:8][C:9]1[CH:10]=[CH:11][CH:12]=[C:13]2[C:18]=1[N:17]=[C:16]([CH:19]=[N:20][NH:21][C:22]1[CH:27]=[C:26]([O:28][CH2:29][CH2:30][O:31][CH3:32])[CH:25]=[CH:24][N:23]=1)[CH:15]=[CH:14]2)([C:4]([CH3:7])([CH3:6])[CH3:5])([CH3:3])[CH3:2].C(O)(=O)C.C(O)(=O)C.I(C1C=CC=CC=1)=O. The catalyst is C(Cl)Cl. The product is [Si:1]([O:8][C:9]1[CH:10]=[CH:11][CH:12]=[C:13]2[C:18]=1[N:17]=[C:16]([C:19]1[N:23]3[CH:24]=[CH:25][C:26]([O:28][CH2:29][CH2:30][O:31][CH3:32])=[CH:27][C:22]3=[N:21][N:20]=1)[CH:15]=[CH:14]2)([C:4]([CH3:7])([CH3:6])[CH3:5])([CH3:3])[CH3:2]. The yield is 0.700.